Dataset: Catalyst prediction with 721,799 reactions and 888 catalyst types from USPTO. Task: Predict which catalyst facilitates the given reaction. (1) Reactant: [F:1][C:2]1[N:10]2[C:5]([C:6](=[O:27])[N:7]([CH2:23][CH:24]([CH3:26])[CH3:25])[C:8]([C@@H:11]3[CH2:15][CH2:14][CH2:13][N:12]3C(OC(C)(C)C)=O)=[N:9]2)=[CH:4][CH:3]=1.[ClH:28]. Product: [ClH:28].[F:1][C:2]1[N:10]2[C:5]([C:6](=[O:27])[N:7]([CH2:23][CH:24]([CH3:25])[CH3:26])[C:8]([C@@H:11]3[CH2:15][CH2:14][CH2:13][NH:12]3)=[N:9]2)=[CH:4][CH:3]=1. The catalyst class is: 5. (2) Reactant: [OH:1][C@H:2]1[CH2:11][CH2:10][CH2:9][C@@H:8]2[C@:3]1([C:14]1[CH:19]=[CH:18][CH:17]=[C:16]([OH:20])[CH:15]=1)[CH2:4][CH2:5][C:6](=[O:13])[C@H:7]2[CH3:12].[CH2:21]([C:23]1(C)OCC[O:24]1)C.C(O)CO.C1(C)C=CC(S(O)(=O)=O)=CC=1. Product: [OH:20][C:16]1[CH:15]=[C:14]([C@@:3]23[C@@H:2]([OH:1])[CH2:11][CH2:10][CH2:9][C@H:8]2[C@H:7]([CH3:12])[C:6]2([O:24][CH2:23][CH2:21][O:13]2)[CH2:5][CH2:4]3)[CH:19]=[CH:18][CH:17]=1. The catalyst class is: 13. (3) Reactant: [Cl-].O[NH3+:3].[C:4](=[O:7])([O-])[OH:5].[Na+].CS(C)=O.[O:13]1[C:17]2([CH2:22][CH2:21][CH:20]([N:23]3[C:28](=[O:29])[C:27]([CH2:30][C:31]4[CH:36]=[CH:35][C:34]([C:37]5[C:38]([C:43]#[N:44])=[CH:39][CH:40]=[CH:41][CH:42]=5)=[CH:33][CH:32]=4)=[C:26]([CH2:45][CH2:46][CH3:47])[N:25]4[N:48]=[C:49]([CH3:51])[N:50]=[C:24]34)[CH2:19][CH2:18]2)[O:16][CH2:15][CH2:14]1. The catalyst class is: 69. Product: [O:16]1[C:17]2([CH2:18][CH2:19][CH:20]([N:23]3[C:28](=[O:29])[C:27]([CH2:30][C:31]4[CH:36]=[CH:35][C:34]([C:37]5[CH:42]=[CH:41][CH:40]=[CH:39][C:38]=5[C:43]5[NH:3][C:4](=[O:7])[O:5][N:44]=5)=[CH:33][CH:32]=4)=[C:26]([CH2:45][CH2:46][CH3:47])[N:25]4[N:48]=[C:49]([CH3:51])[N:50]=[C:24]34)[CH2:21][CH2:22]2)[O:13][CH2:14][CH2:15]1. (4) Reactant: [C:1]1([CH:7]([C:27]2[CH:32]=[CH:31][CH:30]=[CH:29][CH:28]=2)[N:8]2[C:16]3[C:11](=[CH:12][CH:13]=[CH:14][CH:15]=3)[C:10]3([C:20]4[CH:21]=[CH:22][C:23]([OH:25])=[CH:24][C:19]=4[O:18][CH2:17]3)[C:9]2=[O:26])[CH:6]=[CH:5][CH:4]=[CH:3][CH:2]=1.O[C@@H:34]1[CH2:38][CH2:37][N:36]([C:39]([O:41][C:42]([CH3:45])([CH3:44])[CH3:43])=[O:40])[CH2:35]1.C1(P(C2C=CC=CC=2)C2C=CC=CC=2)C=CC=CC=1.N(C(OCC)=O)=NC(OCC)=O. Product: [C:27]1([CH:7]([C:1]2[CH:2]=[CH:3][CH:4]=[CH:5][CH:6]=2)[N:8]2[C:16]3[C:11](=[CH:12][CH:13]=[CH:14][CH:15]=3)[C:10]3([C:20]4[CH:21]=[CH:22][C:23]([O:25][C@H:38]5[CH2:34][CH2:35][N:36]([C:39]([O:41][C:42]([CH3:45])([CH3:44])[CH3:43])=[O:40])[CH2:37]5)=[CH:24][C:19]=4[O:18][CH2:17]3)[C:9]2=[O:26])[CH:32]=[CH:31][CH:30]=[CH:29][CH:28]=1. The catalyst class is: 7.